Dataset: Forward reaction prediction with 1.9M reactions from USPTO patents (1976-2016). Task: Predict the product of the given reaction. (1) The product is: [NH2:18][C:16]1[CH:17]=[C:12]([CH:13]=[C:14]([F:21])[CH:15]=1)[O:11][C:9]1[C:10]2[C:2]([Cl:1])=[CH:3][N:4]([CH2:38][O:39][CH2:40][CH2:41][Si:42]([CH3:43])([CH3:44])[CH3:45])[C:5]=2[N:6]=[C:7]([NH:22][C:23]2[CH:28]=[CH:27][C:26]([N:29]3[CH2:30][CH2:31][N:32]([CH3:35])[CH2:33][CH2:34]3)=[CH:25][C:24]=2[O:36][CH3:37])[N:8]=1. Given the reactants [Cl:1][C:2]1[C:10]2[C:9]([O:11][C:12]3[CH:17]=[C:16]([N+:18]([O-])=O)[CH:15]=[C:14]([F:21])[CH:13]=3)=[N:8][C:7]([NH:22][C:23]3[CH:28]=[CH:27][C:26]([N:29]4[CH2:34][CH2:33][N:32]([CH3:35])[CH2:31][CH2:30]4)=[CH:25][C:24]=3[O:36][CH3:37])=[N:6][C:5]=2[N:4]([CH2:38][O:39][CH2:40][CH2:41][Si:42]([CH3:45])([CH3:44])[CH3:43])[CH:3]=1.Cl[Sn]Cl, predict the reaction product. (2) The product is: [CH2:1]([O:3][C:4](=[O:21])[CH:5]([O:18][CH2:19][CH3:20])[CH2:6][C:7]1[C:16]2[C:11](=[CH:12][CH:13]=[CH:14][CH:15]=2)[C:10]([O:17][CH2:35][CH2:34][C:24]2[N:25]=[C:26]([C:28]3[CH:33]=[CH:32][CH:31]=[CH:30][CH:29]=3)[S:27][C:23]=2[CH3:22])=[CH:9][CH:8]=1)[CH3:2]. Given the reactants [CH2:1]([O:3][C:4](=[O:21])[CH:5]([O:18][CH2:19][CH3:20])[CH2:6][C:7]1[C:16]2[C:11](=[CH:12][CH:13]=[CH:14][CH:15]=2)[C:10]([OH:17])=[CH:9][CH:8]=1)[CH3:2].[CH3:22][C:23]1[S:27][C:26]([C:28]2[CH:33]=[CH:32][CH:31]=[CH:30][CH:29]=2)=[N:25][C:24]=1[CH2:34][CH2:35]O.C1(P(C2C=CC=CC=2)C2C=CC=CC=2)C=CC=CC=1.N(C(OC(C)C)=O)=NC(OC(C)C)=O, predict the reaction product. (3) Given the reactants Cl.[F:2][C:3]1[CH:8]=[CH:7][C:6]([CH:9]([CH:34]2[CH2:39][CH2:38][NH:37][CH2:36][CH2:35]2)[C:10]([N:12]2[CH2:17][CH2:16][N:15]([CH2:18][CH2:19][CH2:20][CH2:21][C:22]3[C:31]4[C:26](=[CH:27][CH:28]=[CH:29][CH:30]=4)[CH:25]=[CH:24][C:23]=3[O:32][CH3:33])[CH2:14][CH2:13]2)=[O:11])=[CH:5][CH:4]=1.C(=O)([O-])[O-].[K+].[K+].I[CH:47]([CH3:49])[CH3:48], predict the reaction product. The product is: [CH:47]([N:37]1[CH2:36][CH2:35][CH:34]([CH:9]([C:6]2[CH:7]=[CH:8][C:3]([F:2])=[CH:4][CH:5]=2)[C:10]([N:12]2[CH2:17][CH2:16][N:15]([CH2:18][CH2:19][CH2:20][CH2:21][C:22]3[C:31]4[C:26](=[CH:27][CH:28]=[CH:29][CH:30]=4)[CH:25]=[CH:24][C:23]=3[O:32][CH3:33])[CH2:14][CH2:13]2)=[O:11])[CH2:39][CH2:38]1)([CH3:49])[CH3:48]. (4) Given the reactants CN(C)C=O.[CH3:6][O:7][C:8]1[CH:9]=[C:10]2[C:15](=[CH:16][C:17]=1[OH:18])[N:14]=[CH:13][CH:12]=[C:11]2[O:19][C:20]1[C:21]([CH3:30])=[N:22][C:23]2[C:28]([CH:29]=1)=[CH:27][CH:26]=[CH:25][CH:24]=2.C(=O)([O-])[O-].[K+].[K+].[CH2:37]([C@H:39]1[O:41][CH2:40]1)Cl, predict the reaction product. The product is: [CH3:6][O:7][C:8]1[CH:9]=[C:10]2[C:15](=[CH:16][C:17]=1[O:18][CH2:37][C@@H:39]1[CH2:40][O:41]1)[N:14]=[CH:13][CH:12]=[C:11]2[O:19][C:20]1[C:21]([CH3:30])=[N:22][C:23]2[C:28]([CH:29]=1)=[CH:27][CH:26]=[CH:25][CH:24]=2. (5) Given the reactants [CH2:1]([C:4]1[CH:9]=[C:8]([C:10]2[S:11][CH:12]=[C:13]([C:15]3[CH:21]=[CH:20][C:18]([NH2:19])=[CH:17][CH:16]=3)[N:14]=2)[CH:7]=[CH:6][N:5]=1)[CH2:2][CH3:3].N1C=CC=CC=1.[CH3:28][S:29](Cl)(=[O:31])=[O:30], predict the reaction product. The product is: [CH2:1]([C:4]1[CH:9]=[C:8]([C:10]2[S:11][CH:12]=[C:13]([C:15]3[CH:21]=[CH:20][C:18]([NH:19][S:29]([CH3:28])(=[O:31])=[O:30])=[CH:17][CH:16]=3)[N:14]=2)[CH:7]=[CH:6][N:5]=1)[CH2:2][CH3:3]. (6) Given the reactants CS(C)=O.C(Cl)(=O)C(Cl)=O.[CH2:11]([O:18][C:19]([N:21]1[C@@H:25]([CH2:26][CH2:27][OH:28])[CH2:24][O:23][C:22]1([CH3:30])[CH3:29])=[O:20])[C:12]1[CH:17]=[CH:16][CH:15]=[CH:14][CH:13]=1.C(N(CC)CC)C, predict the reaction product. The product is: [CH2:11]([O:18][C:19]([N:21]1[C@@H:25]([CH2:26][CH:27]=[O:28])[CH2:24][O:23][C:22]1([CH3:30])[CH3:29])=[O:20])[C:12]1[CH:17]=[CH:16][CH:15]=[CH:14][CH:13]=1.